Dataset: Full USPTO retrosynthesis dataset with 1.9M reactions from patents (1976-2016). Task: Predict the reactants needed to synthesize the given product. (1) Given the product [N:18]1([CH2:17][CH2:16][O:1][C:2]2[CH:11]=[C:10]3[C:5]([C:6](=[O:14])[CH2:7][C:8]([CH3:12])([CH3:13])[O:9]3)=[CH:4][CH:3]=2)[CH:22]=[CH:21][N:20]=[CH:19]1, predict the reactants needed to synthesize it. The reactants are: [OH:1][C:2]1[CH:11]=[C:10]2[C:5]([C:6](=[O:14])[CH2:7][C:8]([CH3:13])([CH3:12])[O:9]2)=[CH:4][CH:3]=1.O[CH2:16][CH2:17][N:18]1[CH:22]=[CH:21][N:20]=[CH:19]1. (2) Given the product [F:32][C:29]1[CH:30]=[CH:31][C:26]([N:22]2[CH2:23][CH2:24][CH:19]([N:14]3[CH:15]=[CH:16][C:17](=[O:18])[C:12]([C:11]4[N:7]([C:1]5[CH:2]=[CH:3][CH:4]=[CH:5][CH:6]=5)[N:8]=[CH:9][CH:10]=4)=[N:13]3)[CH2:20][CH2:21]2)=[CH:27][CH:28]=1, predict the reactants needed to synthesize it. The reactants are: [C:1]1([N:7]2[C:11]([C:12]3[C:17](=[O:18])[CH:16]=[CH:15][N:14]([CH:19]4[CH2:24][CH2:23][NH:22][CH2:21][CH2:20]4)[N:13]=3)=[CH:10][CH:9]=[N:8]2)[CH:6]=[CH:5][CH:4]=[CH:3][CH:2]=1.Br[C:26]1[CH:31]=[CH:30][C:29]([F:32])=[CH:28][CH:27]=1.CC(C1C=C(C(C)C)C(C2C=CC=CC=2P(C2CCCCC2)C2CCCCC2)=C(C(C)C)C=1)C.CC(C)([O-])C.[Na+]. (3) Given the product [C:1]([C:5]1[CH:6]=[CH:7][C:8]([CH2:9][NH:10][C:15](=[O:16])[CH:14]([OH:13])[C:18]2[CH:27]=[CH:26][CH:25]=[C:24]3[C:19]=2[CH:20]=[CH:21][N:22]=[CH:23]3)=[CH:11][CH:12]=1)([CH3:4])([CH3:2])[CH3:3], predict the reactants needed to synthesize it. The reactants are: [C:1]([C:5]1[CH:12]=[CH:11][C:8]([CH2:9][NH2:10])=[CH:7][CH:6]=1)([CH3:4])([CH3:3])[CH3:2].[OH:13][CH:14]([C:18]1[CH:27]=[CH:26][CH:25]=[C:24]2[C:19]=1[CH:20]=[CH:21][N:22]=[CH:23]2)[C:15](O)=[O:16].C1C2C(=C(CC(O)=O)C=CC=2)C=CN=1. (4) Given the product [CH3:10][N:9]1[C:5]([CH:4]=[O:3])=[N:6][C:7]([C:11]2[CH:16]=[CH:15][CH:14]=[CH:13][N:12]=2)=[N:8]1, predict the reactants needed to synthesize it. The reactants are: C([O:3][CH:4](OCC)[C:5]1[N:9]([CH3:10])[N:8]=[C:7]([C:11]2[CH:16]=[CH:15][CH:14]=[CH:13][N:12]=2)[N:6]=1)C.Cl.C([O-])([O-])=O.[Na+].[Na+]. (5) Given the product [F:6][C:7]1[CH:35]=[CH:34][CH:33]=[C:32]([F:36])[C:8]=1[CH2:9][C:10]1[CH:15]=[CH:14][CH:13]=[C:12]([O:16][CH3:17])[C:11]=1[N:18]([CH2:3][CH:2]([OH:1])[CH2:4][OH:5])[S:19]([C:22]1[CH:27]=[CH:26][C:25]([O:28][CH3:29])=[C:24]([O:30][CH3:31])[CH:23]=1)(=[O:21])=[O:20], predict the reactants needed to synthesize it. The reactants are: [O:1]1[CH2:3][CH:2]1[CH2:4][OH:5].[F:6][C:7]1[CH:35]=[CH:34][CH:33]=[C:32]([F:36])[C:8]=1[CH2:9][C:10]1[CH:15]=[CH:14][CH:13]=[C:12]([O:16][CH3:17])[C:11]=1[NH:18][S:19]([C:22]1[CH:27]=[CH:26][C:25]([O:28][CH3:29])=[C:24]([O:30][CH3:31])[CH:23]=1)(=[O:21])=[O:20].C(N=P(N1CCCC1)(N1CCCC1)N1CCCC1)(C)(C)C. (6) Given the product [NH2:16][C:11]1[CH:12]=[CH:13][CH:14]=[C:15]2[C:10]=1[C:9](=[O:19])[C:8]1([NH:20][C:21]([C:23]3[C:32]4[C:27](=[CH:28][CH:29]=[CH:30][CH:31]=4)[N:26]=[CH:25][CH:24]=3)=[O:22])[C:7]3[CH:33]=[CH:34][C:35]([CH:37]([CH3:39])[CH3:38])=[CH:36][C:6]=3[O:5][C:4]12[OH:3], predict the reactants needed to synthesize it. The reactants are: Cl.O.[OH:3][C:4]12[C:15]3[C:10](=[C:11]([N+:16]([O-])=O)[CH:12]=[CH:13][CH:14]=3)[C:9](=[O:19])[C:8]1([NH:20][C:21]([C:23]1[C:32]3[C:27](=[CH:28][CH:29]=[CH:30][CH:31]=3)[N:26]=[CH:25][CH:24]=1)=[O:22])[C:7]1[CH:33]=[CH:34][C:35]([CH:37]([CH3:39])[CH3:38])=[CH:36][C:6]=1[O:5]2. (7) Given the product [OH:18][NH:20][C:14]([C:12]1[CH:11]=[CH:10][C:5]2[CH2:6][N:7]([CH3:9])[CH2:8][C@H:2]([CH3:1])[O:3][C:4]=2[CH:13]=1)=[O:16], predict the reactants needed to synthesize it. The reactants are: [CH3:1][C@H:2]1[CH2:8][N:7]([CH3:9])[CH2:6][C:5]2[CH:10]=[CH:11][C:12]([C:14]([O:16]C)=O)=[CH:13][C:4]=2[O:3]1.[OH-:18].[Na+].[NH2:20]O. (8) Given the product [CH:3]12[CH2:4][CH:5]3[CH2:6][CH:7]([CH2:8][CH:1]([CH2:10]3)[CH:2]1[NH:11][C:12]([CH:14]1[CH2:19][CH2:18][CH2:17][CH2:16][N:15]1[CH2:31][C:32]1[CH:37]=[CH:36][CH:35]=[CH:34][N:33]=1)=[O:13])[CH2:9]2, predict the reactants needed to synthesize it. The reactants are: [CH:1]12[CH2:10][CH:5]3[CH2:6][CH:7]([CH2:9][CH:3]([CH2:4]3)[CH:2]1[NH:11][C:12]([CH:14]1[CH2:19][CH2:18][CH2:17][CH2:16][NH:15]1)=[O:13])[CH2:8]2.C(N(C(C)C)CC)(C)C.Cl.Cl[CH2:31][C:32]1[CH:37]=[CH:36][CH:35]=[CH:34][N:33]=1.C1(C)C=CC=CC=1. (9) Given the product [CH2:35]([O:37][C:2]1[CH:7]=[CH:6][CH:5]=[CH:4][C:3]=1[N:9]1[CH2:15][CH2:14][CH2:13][N:12]([CH2:16][CH2:17][CH2:18][CH2:19][O:20][C:21]2[CH:30]=[C:29]3[C:24]([CH2:25][CH2:26][C:27](=[O:31])[NH:28]3)=[CH:23][CH:22]=2)[CH2:11][CH2:10]1)[CH3:36], predict the reactants needed to synthesize it. The reactants are: Cl[C:2]1[C:7](Cl)=[CH:6][CH:5]=[CH:4][C:3]=1[N:9]1[CH2:15][CH2:14][CH2:13][N:12]([CH2:16][CH2:17][CH2:18][CH2:19][O:20][C:21]2[CH:30]=[C:29]3[C:24]([CH:25]=[CH:26][C:27](=[O:31])[NH:28]3)=[CH:23][CH:22]=2)[CH2:11][CH2:10]1.[Na+].[I-].Cl.[CH2:35]([O:37]C1C=CC=CC=1N1CCCNCC1)[CH3:36].C([O-])([O-])=O.[K+].[K+].